Dataset: Forward reaction prediction with 1.9M reactions from USPTO patents (1976-2016). Task: Predict the product of the given reaction. (1) Given the reactants [CH:1]1([C:5]([N:7]([C:14]2[CH:19]=[C:18]([O:20][C:21]3[CH:26]=[CH:25][C:24]([N+:27]([O-])=O)=[CH:23][CH:22]=3)[CH:17]=[CH:16][N:15]=2)C(C2CCC2)=O)=[O:6])[CH2:4][CH2:3][CH2:2]1.[Cl-].[NH4+].CN(C)C=O.C(O)C, predict the reaction product. The product is: [NH2:27][C:24]1[CH:25]=[CH:26][C:21]([O:20][C:18]2[CH:17]=[CH:16][N:15]=[C:14]([NH:7][C:5]([CH:1]3[CH2:4][CH2:3][CH2:2]3)=[O:6])[CH:19]=2)=[CH:22][CH:23]=1. (2) The product is: [C:14]([O:13][C:11]([N:5]1[C@@H:4]([CH2:3][CH2:2][O:1][S:28]([CH3:27])(=[O:30])=[O:29])[CH2:8][O:7][C:6]1([CH3:10])[CH3:9])=[O:12])([CH3:17])([CH3:16])[CH3:15]. Given the reactants [OH:1][CH2:2][CH2:3][C@H:4]1[CH2:8][O:7][C:6]([CH3:10])([CH3:9])[N:5]1[C:11]([O:13][C:14]([CH3:17])([CH3:16])[CH3:15])=[O:12].C(N(C(C)C)C(C)C)C.[CH3:27][S:28](Cl)(=[O:30])=[O:29].O, predict the reaction product.